Dataset: HIV replication inhibition screening data with 41,000+ compounds from the AIDS Antiviral Screen. Task: Binary Classification. Given a drug SMILES string, predict its activity (active/inactive) in a high-throughput screening assay against a specified biological target. (1) The molecule is CC1C2(C)OC(=N)C(C#N)(C(C)O2)C1(C#N)C#N. The result is 0 (inactive). (2) The result is 0 (inactive). The compound is CCc1cn(C2CC(CO)C(CO)S2)c(=O)[nH]c1=O. (3) The drug is CCCCCCCCCCCCCCCC(=O)OCC(O)CO. The result is 0 (inactive).